Dataset: Catalyst prediction with 721,799 reactions and 888 catalyst types from USPTO. Task: Predict which catalyst facilitates the given reaction. Reactant: FC(F)(F)C(O)=O.[CH3:8][N:9]1[CH2:14][CH2:13][N:12]([C:15](=[O:29])/[CH:16]=[CH:17]/[C:18]2[CH:23]=[CH:22][C:21](/[CH:24]=[CH:25]/[C:26](O)=[O:27])=[CH:20][CH:19]=2)[CH2:11][CH2:10]1.C(Cl)CCl.C1C=CC2[N:42]([OH:43])N=NC=2C=1.NOC1CCCCO1. Product: [OH:43][NH:42][C:26](=[O:27])/[CH:25]=[CH:24]/[C:21]1[CH:22]=[CH:23][C:18](/[CH:17]=[CH:16]/[C:15]([N:12]2[CH2:13][CH2:14][N:9]([CH3:8])[CH2:10][CH2:11]2)=[O:29])=[CH:19][CH:20]=1. The catalyst class is: 198.